This data is from Forward reaction prediction with 1.9M reactions from USPTO patents (1976-2016). The task is: Predict the product of the given reaction. (1) Given the reactants [CH2:1]([O:8][C:9]([C:11]1[S:12][C:13]([NH2:16])=[N:14][N:15]=1)=[O:10])[C:2]1[CH:7]=[CH:6][CH:5]=[CH:4][CH:3]=1.[CH2:17]([N:24]=[C:25]=[O:26])[C:18]1[CH:23]=[CH:22][CH:21]=[CH:20][CH:19]=1, predict the reaction product. The product is: [CH2:1]([O:8][C:9]([C:11]1[S:12][C:13]([NH:16][C:25]([NH:24][CH2:17][C:18]2[CH:23]=[CH:22][CH:21]=[CH:20][CH:19]=2)=[O:26])=[N:14][N:15]=1)=[O:10])[C:2]1[CH:3]=[CH:4][CH:5]=[CH:6][CH:7]=1. (2) Given the reactants Cl.[CH:2]12[CH2:11][CH:6]3[CH2:7][CH:8]([CH2:10][CH:4]([CH2:5]3)[CH:3]1[NH2:12])[CH2:9]2.Cl[C:14]([O:16][C:17]1[CH:22]=[CH:21][CH:20]=[CH:19][CH:18]=1)=[O:15], predict the reaction product. The product is: [C:17]1([O:16][C:14](=[O:15])[NH:12][CH:3]2[CH:4]3[CH2:10][CH:8]4[CH2:7][CH:6]([CH2:11][CH:2]2[CH2:9]4)[CH2:5]3)[CH:22]=[CH:21][CH:20]=[CH:19][CH:18]=1. (3) Given the reactants [H-].[Na+].[CH:3]([C:6]1[CH:11]=[CH:10][C:9]([OH:12])=[CH:8][CH:7]=1)([CH3:5])[CH3:4].Cl[CH:14]([C:20]([O:22][CH2:23][CH3:24])=[O:21])[C:15]([O:17][CH2:18][CH3:19])=[O:16].C(OCC)(=O)C, predict the reaction product. The product is: [CH:3]([C:6]1[CH:11]=[CH:10][C:9]([O:12][CH:14]([C:15]([O:17][CH2:18][CH3:19])=[O:16])[C:20]([O:22][CH2:23][CH3:24])=[O:21])=[CH:8][CH:7]=1)([CH3:5])[CH3:4]. (4) Given the reactants BrC1C=CC(S([O:11][C@@H:12]2[CH2:16][N:15]([C:17]([O:19][C:20]([CH3:23])([CH3:22])[CH3:21])=[O:18])[C@H:14]([C:24]([O:26][CH3:27])=[O:25])[CH2:13]2)(=O)=O)=CC=1.[Br:28][C:29]1[CH:30]=[C:31]2[C:36](=[CH:37][CH:38]=1)[NH:35][C:34]([C:39]1[CH:44]=[CH:43][CH:42]=[CH:41][CH:40]=1)=[CH:33][C:32]2=O.C(=O)([O-])[O-].[Cs+].[Cs+].O, predict the reaction product. The product is: [Br:28][C:29]1[CH:30]=[C:31]2[C:36](=[CH:37][CH:38]=1)[N:35]=[C:34]([C:39]1[CH:44]=[CH:43][CH:42]=[CH:41][CH:40]=1)[CH:33]=[C:32]2[O:11][C@H:12]1[CH2:16][N:15]([C:17]([O:19][C:20]([CH3:21])([CH3:22])[CH3:23])=[O:18])[C@H:14]([C:24]([O:26][CH3:27])=[O:25])[CH2:13]1.